Regression. Given two drug SMILES strings and cell line genomic features, predict the synergy score measuring deviation from expected non-interaction effect. From a dataset of NCI-60 drug combinations with 297,098 pairs across 59 cell lines. (1) Drug 1: C1CN1P(=S)(N2CC2)N3CC3. Drug 2: N.N.Cl[Pt+2]Cl. Cell line: COLO 205. Synergy scores: CSS=29.8, Synergy_ZIP=-6.10, Synergy_Bliss=-2.32, Synergy_Loewe=-2.67, Synergy_HSA=0.936. (2) Drug 1: C1=C(C(=O)NC(=O)N1)N(CCCl)CCCl. Drug 2: CC1=C(C(=CC=C1)Cl)NC(=O)C2=CN=C(S2)NC3=CC(=NC(=N3)C)N4CCN(CC4)CCO. Cell line: BT-549. Synergy scores: CSS=45.9, Synergy_ZIP=5.67, Synergy_Bliss=9.17, Synergy_Loewe=3.90, Synergy_HSA=9.36. (3) Drug 1: C1CC(C1)(C(=O)O)C(=O)O.[NH2-].[NH2-].[Pt+2]. Drug 2: CNC(=O)C1=NC=CC(=C1)OC2=CC=C(C=C2)NC(=O)NC3=CC(=C(C=C3)Cl)C(F)(F)F. Cell line: RPMI-8226. Synergy scores: CSS=1.45, Synergy_ZIP=0.165, Synergy_Bliss=0.466, Synergy_Loewe=-9.76, Synergy_HSA=-5.51. (4) Drug 1: CC1=C(C=C(C=C1)NC2=NC=CC(=N2)N(C)C3=CC4=NN(C(=C4C=C3)C)C)S(=O)(=O)N.Cl. Drug 2: CC1=C2C(C(=O)C3(C(CC4C(C3C(C(C2(C)C)(CC1OC(=O)C(C(C5=CC=CC=C5)NC(=O)C6=CC=CC=C6)O)O)OC(=O)C7=CC=CC=C7)(CO4)OC(=O)C)O)C)OC(=O)C. Cell line: K-562. Synergy scores: CSS=62.8, Synergy_ZIP=0.639, Synergy_Bliss=4.49, Synergy_Loewe=-25.6, Synergy_HSA=2.54. (5) Drug 1: C1=CN(C(=O)N=C1N)C2C(C(C(O2)CO)O)O.Cl. Drug 2: CCCCC(=O)OCC(=O)C1(CC(C2=C(C1)C(=C3C(=C2O)C(=O)C4=C(C3=O)C=CC=C4OC)O)OC5CC(C(C(O5)C)O)NC(=O)C(F)(F)F)O. Cell line: COLO 205. Synergy scores: CSS=48.0, Synergy_ZIP=-8.95, Synergy_Bliss=-14.0, Synergy_Loewe=-13.1, Synergy_HSA=-9.16. (6) Drug 1: CN1CCC(CC1)COC2=C(C=C3C(=C2)N=CN=C3NC4=C(C=C(C=C4)Br)F)OC. Drug 2: CC1=C2C(C(=O)C3(C(CC4C(C3C(C(C2(C)C)(CC1OC(=O)C(C(C5=CC=CC=C5)NC(=O)OC(C)(C)C)O)O)OC(=O)C6=CC=CC=C6)(CO4)OC(=O)C)O)C)O. Cell line: A549. Synergy scores: CSS=53.9, Synergy_ZIP=6.47, Synergy_Bliss=5.04, Synergy_Loewe=-3.16, Synergy_HSA=7.87. (7) Drug 1: CN(C)N=NC1=C(NC=N1)C(=O)N. Drug 2: CCN(CC)CCNC(=O)C1=C(NC(=C1C)C=C2C3=C(C=CC(=C3)F)NC2=O)C. Cell line: MDA-MB-435. Synergy scores: CSS=-3.97, Synergy_ZIP=3.35, Synergy_Bliss=3.88, Synergy_Loewe=-3.70, Synergy_HSA=-1.64. (8) Drug 1: CC1=C(C=C(C=C1)C(=O)NC2=CC(=CC(=C2)C(F)(F)F)N3C=C(N=C3)C)NC4=NC=CC(=N4)C5=CN=CC=C5. Drug 2: CC1=C(C(=O)C2=C(C1=O)N3CC4C(C3(C2COC(=O)N)OC)N4)N. Cell line: BT-549. Synergy scores: CSS=17.8, Synergy_ZIP=0.346, Synergy_Bliss=-1.50, Synergy_Loewe=-14.5, Synergy_HSA=-3.23.